From a dataset of Catalyst prediction with 721,799 reactions and 888 catalyst types from USPTO. Predict which catalyst facilitates the given reaction. Reactant: C(OC(=O)[NH:7][CH2:8][CH:9]([NH:16][C:17]1[CH:22]=[CH:21][CH:20]=[C:19]([C:23]2[N:27]3[CH:28]=[CH:29][N:30]=[C:31]([N:32]4[CH2:37][CH2:36][N:35]([CH3:38])[CH2:34][CH2:33]4)[C:26]3=[N:25][CH:24]=2)[N:18]=1)[C:10]1[CH:15]=[CH:14][CH:13]=[CH:12][CH:11]=1)(C)(C)C.Cl. Product: [CH3:38][N:35]1[CH2:34][CH2:33][N:32]([C:31]2[C:26]3[N:27]([C:23]([C:19]4[N:18]=[C:17]([NH:16][CH:9]([C:10]5[CH:15]=[CH:14][CH:13]=[CH:12][CH:11]=5)[CH2:8][NH2:7])[CH:22]=[CH:21][CH:20]=4)=[CH:24][N:25]=3)[CH:28]=[CH:29][N:30]=2)[CH2:37][CH2:36]1. The catalyst class is: 8.